Dataset: Forward reaction prediction with 1.9M reactions from USPTO patents (1976-2016). Task: Predict the product of the given reaction. Given the reactants [Cl:1][C:2]1[CH:7]=[CH:6][C:5]([C:8]2[N:12]([C:13]3[CH:18]=[CH:17][C:16]([Cl:19])=[CH:15][C:14]=3[Cl:20])[N:11]=[C:10](C(O)=O)[C:9]=2[CH3:24])=[CH:4][CH:3]=1.[C:25](Cl)(=O)C(Cl)=O.[CH3:31][C:32]([NH:37][CH3:38])([CH3:36])[C:33]([NH2:35])=[O:34].C(N(CC)CC)C.C[O-].[Na+], predict the reaction product. The product is: [Cl:1][C:2]1[CH:3]=[CH:4][C:5]([C:8]2[N:12]([C:13]3[CH:18]=[CH:17][C:16]([Cl:19])=[CH:15][C:14]=3[Cl:20])[N:11]=[C:10]([C:38]3[N:37]([CH3:25])[C:32]([CH3:36])([CH3:31])[C:33](=[O:34])[N:35]=3)[C:9]=2[CH3:24])=[CH:6][CH:7]=1.